Dataset: Reaction yield outcomes from USPTO patents with 853,638 reactions. Task: Predict the reaction yield, written as a fraction of the theoretical maximum amount of product (1.0 means a 100% yield; for example, 0.34 means a 34% yield). (1) The reactants are [F:1][C:2]1[CH:3]=[C:4]([C:8]([C:13]2[N:21](S(C3C=CC=CC=3)(=O)=O)[C:16]3=[N:17][CH:18]=[CH:19][CH:20]=[C:15]3[CH:14]=2)=[CH:9][CH:10]([CH3:12])[CH3:11])[CH:5]=[CH:6][CH:7]=1.[OH-].[Na+]. The catalyst is C(O)C.O1CCCC1. The product is [F:1][C:2]1[CH:3]=[C:4]([C:8]([C:13]2[NH:21][C:16]3=[N:17][CH:18]=[CH:19][CH:20]=[C:15]3[CH:14]=2)=[CH:9][CH:10]([CH3:12])[CH3:11])[CH:5]=[CH:6][CH:7]=1. The yield is 0.690. (2) The reactants are C(O)(C(F)(F)F)=O.C(O[C:13](=[O:43])[NH:14][C@@H:15]1[CH2:20][CH2:19][CH2:18][CH2:17][C@@H:16]1[C:21]([N:23]1[C@@H:32]2[C@@H:27]([C@H:28]([C:37]3[CH:42]=[CH:41][CH:40]=[CH:39][CH:38]=3)[NH:29][C:30]3[CH:36]=[CH:35][CH:34]=[CH:33][C:31]=32)[CH2:26][CH2:25][CH2:24]1)=[O:22])(C)(C)C.[OH-].[Na+].C(Cl)(=O)[C:47]1[CH:52]=[CH:51][CH:50]=[CH:49][CH:48]=1. The catalyst is O. The product is [C:37]1([C@@H:28]2[NH:29][C:30]3[CH:36]=[CH:35][CH:34]=[CH:33][C:31]=3[C@H:32]3[C@@H:27]2[CH2:26][CH2:25][CH2:24][N:23]3[C:21]([C@H:16]2[CH2:17][CH2:18][CH2:19][CH2:20][C@H:15]2[NH:14][C:13](=[O:43])[C:47]2[CH:52]=[CH:51][CH:50]=[CH:49][CH:48]=2)=[O:22])[CH:38]=[CH:39][CH:40]=[CH:41][CH:42]=1. The yield is 0.650. (3) The product is [CH3:8][C:9]1[CH:13]=[C:12]([C:14]2[CH:15]=[CH:16][C:17]3[N:18]([C:20]([CH2:23][NH2:24])=[N:21][N:22]=3)[N:19]=2)[S:11][N:10]=1. The reactants are FC(F)(F)C(O)=O.[CH3:8][C:9]1[CH:13]=[C:12]([C:14]2[CH:15]=[CH:16][C:17]3[N:18]([C:20]([CH2:23][NH:24]C(=O)OC(C)(C)C)=[N:21][N:22]=3)[N:19]=2)[S:11][N:10]=1. The catalyst is C(Cl)Cl. The yield is 0.690.